Dataset: Forward reaction prediction with 1.9M reactions from USPTO patents (1976-2016). Task: Predict the product of the given reaction. (1) The product is: [C:1]([N:4]1[C:12]2[C:7](=[CH:8][C:9]([C:13](=[O:14])[CH2:15][C:16]([O:17][CH3:18])=[O:22])=[CH:10][CH:11]=2)[CH:6]=[N:5]1)(=[O:3])[CH3:2]. Given the reactants [C:1]([N:4]1[C:12]2[C:7](=[CH:8][C:9]([C:13]([CH:15]3C(=O)O[CH2:18][O:17][C:16]3=[O:22])=[O:14])=[CH:10][CH:11]=2)[CH:6]=[N:5]1)(=[O:3])[CH3:2], predict the reaction product. (2) Given the reactants [F:1][C:2]1[CH:3]=[N:4][CH:5]=[CH:6][C:7]=1I.C([Mg]Br)(C)C.[CH2:14]([N:16]([CH:29]1[CH2:34][CH2:33][CH2:32][C:31](=[O:35])[CH2:30]1)[C:17]1[CH:24]=[CH:23][C:20]([C:21]#[N:22])=[C:19]([C:25]([F:28])([F:27])[F:26])[CH:18]=1)[CH3:15], predict the reaction product. The product is: [CH2:14]([N:16]([CH:29]1[CH2:34][CH2:33][CH2:32][C:31]([C:7]2[CH:6]=[CH:5][N:4]=[CH:3][C:2]=2[F:1])([OH:35])[CH2:30]1)[C:17]1[CH:24]=[CH:23][C:20]([C:21]#[N:22])=[C:19]([C:25]([F:26])([F:27])[F:28])[CH:18]=1)[CH3:15].